Dataset: Catalyst prediction with 721,799 reactions and 888 catalyst types from USPTO. Task: Predict which catalyst facilitates the given reaction. (1) The catalyst class is: 111. Product: [CH:1]1([C:4]2[CH:5]=[N:6][C:7]([NH:14][C:21]3[CH:22]=[C:23]4[C:27](=[CH:28][CH:29]=3)[N:26]([CH2:30][C:31]3[CH:36]=[CH:35][CH:34]=[C:33]([F:37])[CH:32]=3)[CH:25]=[CH:24]4)=[C:8]([CH:13]=2)[C:9]([OH:11])=[O:10])[CH2:3][CH2:2]1. Reactant: [CH:1]1([C:4]2[CH:5]=[N:6][C:7]([N:14]([C:21]3[CH:22]=[C:23]4[C:27](=[CH:28][CH:29]=3)[N:26]([CH2:30][C:31]3[CH:36]=[CH:35][CH:34]=[C:33]([F:37])[CH:32]=3)[CH:25]=[CH:24]4)C(=O)C(F)(F)F)=[C:8]([CH:13]=2)[C:9]([O:11]C)=[O:10])[CH2:3][CH2:2]1.[OH-].[Na+]. (2) Reactant: N1C=CC=CC=1.[Cl:7][C:8]1[C:9]([O:17][CH3:18])=[CH:10][C:11]([O:15][CH3:16])=[C:12]([CH:14]=1)[NH2:13].Cl[C:20]([O:22][C:23]1[CH:28]=[CH:27][CH:26]=[CH:25][CH:24]=1)=[O:21]. Product: [Cl:7][C:8]1[C:9]([O:17][CH3:18])=[CH:10][C:11]([O:15][CH3:16])=[C:12]([NH:13][C:20](=[O:21])[O:22][C:23]2[CH:28]=[CH:27][CH:26]=[CH:25][CH:24]=2)[CH:14]=1. The catalyst class is: 473. (3) Reactant: [CH3:1][C:2]([OH:6])([C:4]#[CH:5])[CH3:3].CCN(CC)CC.[Si:14](Cl)([CH3:17])([CH3:16])[CH3:15]. Product: [CH3:15][Si:14]([CH3:17])([CH3:16])[O:6][C:2]([CH3:3])([C:4]#[CH:5])[CH3:1]. The catalyst class is: 142. (4) Reactant: [F:1][C:2]1[CH:9]=[CH:8][C:5]([CH2:6][OH:7])=[CH:4][CH:3]=1.[H-].[Na+].Cl[C:13]1[CH:18]=[N:17][CH:16]=[C:15](Cl)[N:14]=1.[NH:20]1[CH2:25][CH2:24][NH:23][CH2:22][CH2:21]1.C([O-])([O-])=O.[K+].[K+]. Product: [F:1][C:2]1[CH:9]=[CH:8][C:5]([CH2:6][O:7][C:13]2[CH:18]=[N:17][CH:16]=[C:15]([N:20]3[CH2:25][CH2:24][NH:23][CH2:22][CH2:21]3)[N:14]=2)=[CH:4][CH:3]=1. The catalyst class is: 1. (5) Reactant: [F:1][CH:2]([F:26])[O:3][C:4]1[CH:5]=[C:6]([C:10]2[CH:11]=[C:12]([CH2:18][N:19]3[CH:23]=[N:22][C:21]([CH2:24]O)=[N:20]3)[CH:13]=[N:14][C:15]=2[O:16][CH3:17])[CH:7]=[CH:8][CH:9]=1.COCCN(S(F)(F)[F:37])CCOC. Product: [F:1][CH:2]([F:26])[O:3][C:4]1[CH:5]=[C:6]([C:10]2[C:15]([O:16][CH3:17])=[N:14][CH:13]=[C:12]([CH2:18][N:19]3[CH:23]=[N:22][C:21]([CH2:24][F:37])=[N:20]3)[CH:11]=2)[CH:7]=[CH:8][CH:9]=1. The catalyst class is: 2. (6) Reactant: [C:1]([O:5][C:6](=[O:28])[N:7]([CH2:19][C:20]1[CH:25]=[CH:24][C:23]([CH2:26][NH2:27])=[CH:22][CH:21]=1)[CH2:8][CH2:9][CH2:10][CH2:11][N:12]([CH2:16][CH2:17][CH3:18])[CH2:13][CH2:14][CH3:15])([CH3:4])([CH3:3])[CH3:2].[NH:29]1[CH:33]=[CH:32][N:31]=[C:30]1[CH:34]=O. Product: [C:1]([O:5][C:6](=[O:28])[N:7]([CH2:8][CH2:9][CH2:10][CH2:11][N:12]([CH2:13][CH2:14][CH3:15])[CH2:16][CH2:17][CH3:18])[CH2:19][C:20]1[CH:21]=[CH:22][C:23]([CH2:26][NH:27][CH2:34][C:30]2[NH:29][CH:33]=[CH:32][N:31]=2)=[CH:24][CH:25]=1)([CH3:3])([CH3:4])[CH3:2]. The catalyst class is: 5. (7) Reactant: [C:1]([O-])([O-])=O.[Cs+].[Cs+].I[CH:8]([CH3:10])[CH3:9].[F:11][C:12]1[CH:17]=[CH:16][C:15]([C:18]2[C:22]([C:23]3[CH:28]=[CH:27][N:26]=[C:25]([NH:29][CH:30]([CH3:32])[CH3:31])[N:24]=3)=[CH:21][NH:20][N:19]=2)=[CH:14][CH:13]=1. Product: [F:11][C:12]1[CH:17]=[CH:16][C:15]([C:18]2[C:22]([C:23]3[CH:28]=[CH:27][N:26]=[C:25]([NH:29][CH:30]([CH3:32])[CH3:31])[N:24]=3)=[CH:21][N:20]([CH2:9][CH:8]([CH3:10])[CH3:1])[N:19]=2)=[CH:14][CH:13]=1. The catalyst class is: 9. (8) The catalyst class is: 3. Product: [CH3:10][C:6]1[C:7]([C:8]#[N:9])=[C:2]([NH:17][C:16]2[CH:18]=[CH:19][CH:20]=[C:14]([CH3:13])[CH:15]=2)[N:3]=[C:4]([S:11][CH3:12])[N:5]=1. Reactant: Cl[C:2]1[C:7]([C:8]#[N:9])=[C:6]([CH3:10])[N:5]=[C:4]([S:11][CH3:12])[N:3]=1.[CH3:13][C:14]1[CH:15]=[C:16]([CH:18]=[CH:19][CH:20]=1)[NH2:17].C(N(C(C)C)CC)(C)C. (9) Reactant: [OH:1][NH:2][C:3](=[NH:6])[CH2:4][CH3:5].[H-].[Na+].[C:9]([O:13][C:14]([NH:16][CH2:17][CH2:18][C:19](OC)=O)=[O:15])([CH3:12])([CH3:11])[CH3:10].O. Product: [CH2:4]([C:3]1[N:6]=[C:19]([CH2:18][CH2:17][NH:16][C:14](=[O:15])[O:13][C:9]([CH3:12])([CH3:11])[CH3:10])[O:1][N:2]=1)[CH3:5]. The catalyst class is: 9. (10) Product: [C:23]([NH:3][CH2:4][CH:5]1[CH2:8][N:7]([C:9]2[C:19]([C:20]#[N:21])=[CH:18][C:12]([C:13]([O:15][CH2:16][CH3:17])=[O:14])=[C:11]([CH3:22])[N:10]=2)[CH2:6]1)(=[O:30])[C:24]1[CH:29]=[CH:28][CH:27]=[CH:26][CH:25]=1. Reactant: Cl.Cl.[NH2:3][CH2:4][CH:5]1[CH2:8][N:7]([C:9]2[C:19]([C:20]#[N:21])=[CH:18][C:12]([C:13]([O:15][CH2:16][CH3:17])=[O:14])=[C:11]([CH3:22])[N:10]=2)[CH2:6]1.[C:23](Cl)(=[O:30])[C:24]1[CH:29]=[CH:28][CH:27]=[CH:26][CH:25]=1.CCN(C(C)C)C(C)C.CO. The catalyst class is: 2.